Dataset: Reaction yield outcomes from USPTO patents with 853,638 reactions. Task: Predict the reaction yield, written as a fraction of the theoretical maximum amount of product (1.0 means a 100% yield; for example, 0.34 means a 34% yield). (1) The catalyst is COCCO.C(Cl)(Cl)Cl. The product is [NH2:8][C:7]1[C:6]2[C:5](=[CH:12][C:11]([N:13]3[CH2:17][CH2:16][N:15]([C:18]4[CH:19]=[N:20][CH:21]=[CH:22][C:23]=4[CH3:24])[C:14]3=[O:25])=[CH:10][CH:9]=2)[N:2]([CH3:1])[N:3]=1. The yield is 0.692. The reactants are [CH3:1][NH:2][NH2:3].F[C:5]1[CH:12]=[C:11]([N:13]2[CH2:17][CH2:16][N:15]([C:18]3[CH:19]=[N:20][CH:21]=[CH:22][C:23]=3[CH3:24])[C:14]2=[O:25])[CH:10]=[CH:9][C:6]=1[C:7]#[N:8].CO. (2) The reactants are C1CCN(C(N=NC(N2CCCCC2)=O)=O)CC1.C1C=CC(P(C2C=CC=CC=2)C2C=CC=CC=2)=CC=1.[OH:38][C:39]1[CH:40]=[C:41]2[C:45](=[CH:46][CH:47]=1)[C@H:44]([CH2:48][C:49]([O:51][CH2:52][CH3:53])=[O:50])[CH2:43][CH2:42]2.[CH3:54][C:55]1[N:56]=[C:57]([C:63]2[CH:68]=[CH:67][CH:66]=[CH:65][CH:64]=2)[O:58][C:59]=1[CH2:60][CH2:61]O. The catalyst is C1COCC1. The product is [CH3:54][C:55]1[N:56]=[C:57]([C:63]2[CH:68]=[CH:67][CH:66]=[CH:65][CH:64]=2)[O:58][C:59]=1[CH2:60][CH2:61][O:38][C:39]1[CH:40]=[C:41]2[C:45](=[CH:46][CH:47]=1)[C@H:44]([CH2:48][C:49]([O:51][CH2:52][CH3:53])=[O:50])[CH2:43][CH2:42]2. The yield is 0.660.